From a dataset of Reaction yield outcomes from USPTO patents with 853,638 reactions. Predict the reaction yield, written as a fraction of the theoretical maximum amount of product (1.0 means a 100% yield; for example, 0.34 means a 34% yield). (1) The reactants are Br[C:2]1[CH:3]=[C:4]([CH:8]2[C:17]([CH3:19])([CH3:18])[CH2:16][C:15]3[C:10](=[CH:11][CH:12]=[C:13]([C:20]([OH:22])=[O:21])[CH:14]=3)[NH:9]2)[CH:5]=[CH:6][CH:7]=1.[CH2:23]([N:30]1[CH2:39][CH2:38][C:37]2[C:36](=[O:40])[NH:35][CH:34]=[N:33][C:32]=2[CH2:31]1)[C:24]1[CH:29]=[CH:28][CH:27]=[CH:26][CH:25]=1.Cl.CN(C)CC(O)=O.C(=O)([O-])[O-].[K+].[K+]. The catalyst is CS(C)=O.[Cu]I. The product is [CH2:23]([N:30]1[CH2:39][CH2:38][C:37]2[C:36](=[O:40])[N:35]([C:2]3[CH:3]=[C:4]([CH:8]4[C:17]([CH3:19])([CH3:18])[CH2:16][C:15]5[C:10](=[CH:11][CH:12]=[C:13]([C:20]([OH:22])=[O:21])[CH:14]=5)[NH:9]4)[CH:5]=[CH:6][CH:7]=3)[CH:34]=[N:33][C:32]=2[CH2:31]1)[C:24]1[CH:25]=[CH:26][CH:27]=[CH:28][CH:29]=1. The yield is 0.610. (2) The reactants are CC1C=CC(S(OCC2CC3C(C(F)(F)F)=CC=C(Cl)C=3O2)(=O)=O)=CC=1.[N-]=[N+]=[N-].[Na+].N(CC1CC2C=C(Cl)C=C(C3C=CSC=3)C=2O1)=[N+]=[N-].[N:50]([CH2:53][CH:54]1[CH2:58][C:57]2[C:59]([C:64]([F:67])([F:66])[F:65])=[CH:60][CH:61]=[C:62]([Cl:63])[C:56]=2[O:55]1)=[N+]=[N-].[N-]=[N+]=[N-]. The catalyst is [Pd]. The product is [Cl:63][C:62]1[C:56]2[O:55][CH:54]([CH2:53][NH2:50])[CH2:58][C:57]=2[C:59]([C:64]([F:67])([F:65])[F:66])=[CH:60][CH:61]=1. The yield is 0.640. (3) The catalyst is CN(C)C=O. The reactants are [CH:1]1([C:4]2[CH:25]=[CH:24][C:7]([O:8][CH:9]3[CH2:13][CH2:12][N:11]([C:14]4[CH:19]=[CH:18][C:17]([OH:20])=[C:16]([O:21][CH3:22])[CH:15]=4)[C:10]3=[O:23])=[CH:6][CH:5]=2)[CH2:3][CH2:2]1.C(=O)([O-])[O-].[K+].[K+].Br[CH2:33][CH2:34][OH:35]. The product is [CH:1]1([C:4]2[CH:25]=[CH:24][C:7]([O:8][CH:9]3[CH2:13][CH2:12][N:11]([C:14]4[CH:19]=[CH:18][C:17]([O:20][CH2:33][CH2:34][OH:35])=[C:16]([O:21][CH3:22])[CH:15]=4)[C:10]3=[O:23])=[CH:6][CH:5]=2)[CH2:2][CH2:3]1. The yield is 0.820. (4) The product is [C:1]([C:3]1[CH:8]=[CH:7][C:6]([C:16]2[CH:15]=[C:14]3[C:19](=[CH:18][CH:17]=2)[NH:11][C:12](=[O:27])[C:13]23[CH2:23][CH2:22][CH2:21][CH2:20]2)=[CH:5][C:4]=1[F:10])#[N:2]. The yield is 0.360. The catalyst is COCCOC.O.C1C=CC([P]([Pd]([P](C2C=CC=CC=2)(C2C=CC=CC=2)C2C=CC=CC=2)([P](C2C=CC=CC=2)(C2C=CC=CC=2)C2C=CC=CC=2)[P](C2C=CC=CC=2)(C2C=CC=CC=2)C2C=CC=CC=2)(C2C=CC=CC=2)C2C=CC=CC=2)=CC=1. The reactants are [C:1]([C:3]1[CH:8]=[CH:7][C:6](Br)=[CH:5][C:4]=1[F:10])#[N:2].[NH:11]1[C:19]2[C:14](=[CH:15][CH:16]=[CH:17][CH:18]=2)[C:13]2([CH:23](B(O)O)[CH2:22][CH2:21][CH2:20]2)[C:12]1=[O:27].C(=O)([O-])[O-].[Na+].[Na+].[OH-].[Na+].